Dataset: Full USPTO retrosynthesis dataset with 1.9M reactions from patents (1976-2016). Task: Predict the reactants needed to synthesize the given product. (1) Given the product [NH:9]1[C:13]([CH2:14][O:15][C:16]2[CH:17]=[CH:18][C:19]([O:22][C:23]3[CH:28]=[CH:27][N:26]=[C:25]4[NH:29][N:30]=[C:31]([NH:32][C@@H:33]5[CH2:37][CH2:36][N:35]([C:38](=[O:47])/[CH:39]=[CH:40]/[CH2:41][N:42]([CH:44]6[CH2:46][CH2:45]6)[CH3:43])[CH2:34]5)[C:24]=34)=[CH:20][CH:21]=2)=[CH:12][N:11]=[N:10]1, predict the reactants needed to synthesize it. The reactants are: C(OC[N:9]1[C:13]([CH2:14][O:15][C:16]2[CH:21]=[CH:20][C:19]([O:22][C:23]3[CH:28]=[CH:27][N:26]=[C:25]4[N:29](CC5C=CC(OC)=CC=5)[N:30]=[C:31]([NH:32][C@@H:33]5[CH2:37][CH2:36][N:35]([C:38](=[O:47])/[CH:39]=[CH:40]/[CH2:41][N:42]([CH:44]6[CH2:46][CH2:45]6)[CH3:43])[CH2:34]5)[C:24]=34)=[CH:18][CH:17]=2)=[CH:12][N:11]=[N:10]1)(=O)C(C)(C)C.[OH-].[Na+].Cl.C(O)(C(F)(F)F)=O. (2) Given the product [CH3:22][O:23][C:24]([C:26]1[CH:35]=[C:34]([O:36][CH2:37][C:38](=[O:39])[NH:13][C:9]2[CH:10]=[CH:11][CH:12]=[C:7]([O:6][CH2:5][C:4]([O:3][CH2:1][CH3:2])=[O:14])[CH:8]=2)[C:33]2[C:28](=[CH:29][C:30]([Cl:42])=[CH:31][C:32]=2[Cl:41])[CH:27]=1)=[O:25], predict the reactants needed to synthesize it. The reactants are: [CH2:1]([O:3][C:4](=[O:14])[CH2:5][O:6][C:7]1[CH:12]=[CH:11][CH:10]=[C:9]([NH2:13])[CH:8]=1)[CH3:2].C(N(CC)CC)C.[CH3:22][O:23][C:24]([C:26]1[CH:35]=[C:34]([O:36][CH2:37][C:38](Cl)=[O:39])[C:33]2[C:28](=[CH:29][C:30]([Cl:42])=[CH:31][C:32]=2[Cl:41])[CH:27]=1)=[O:25]. (3) Given the product [Br:8][C:4]1[CH:5]=[CH:6][CH:7]=[C:2]([S:18][CH:16]([CH3:17])[CH3:15])[N:3]=1, predict the reactants needed to synthesize it. The reactants are: Br[C:2]1[CH:7]=[CH:6][CH:5]=[C:4]([Br:8])[N:3]=1.C([O-])([O-])=O.[Cs+].[Cs+].[CH3:15][CH:16]([SH:18])[CH3:17].O. (4) Given the product [F:10][C:11]1[CH:12]=[CH:13][C:14]([NH:17][NH:18][C:7]([N:1]2[CH2:6][CH2:5][CH2:4][CH2:3][CH2:2]2)=[O:8])=[N:15][CH:16]=1, predict the reactants needed to synthesize it. The reactants are: [N:1]1([C:7](Cl)=[O:8])[CH2:6][CH2:5][CH2:4][CH2:3][CH2:2]1.[F:10][C:11]1[CH:12]=[CH:13][C:14]([NH:17][NH2:18])=[N:15][CH:16]=1.CCN(C(C)C)C(C)C. (5) Given the product [Cl:1][C:2]1[CH:3]=[CH:4][C:5]([N:28]2[CH:32]=[N:31][N:30]=[N:29]2)=[C:6]([CH2:7][NH:8][C:9]([C@H:11]2[N:15]([C:16](=[O:26])[C@H:17]([O:18][C:39](=[O:41])[CH3:40])[C:19]3[CH:20]=[CH:21][C:22]([F:25])=[CH:23][CH:24]=3)[N:14]=[CH:13][CH2:12]2)=[O:10])[CH:27]=1, predict the reactants needed to synthesize it. The reactants are: [Cl:1][C:2]1[CH:3]=[CH:4][C:5]([N:28]2[CH:32]=[N:31][N:30]=[N:29]2)=[C:6]([CH:27]=1)[CH2:7][NH:8][C:9]([C@H:11]1[N:15]([C:16](=[O:26])[C@@H:17]([C:19]2[CH:24]=[CH:23][C:22]([F:25])=[CH:21][CH:20]=2)[OH:18])[N:14]=[CH:13][CH2:12]1)=[O:10].N1C=CC=CC=1.[C:39](OC(=O)C)(=[O:41])[CH3:40]. (6) Given the product [F:7][B-:8]([F:11])([F:10])[F:9].[F:12][B-:13]([F:16])([F:15])[F:14].[Fe+2:17], predict the reactants needed to synthesize it. The reactants are: O.O.O.O.O.O.[F:7][B-:8]([F:11])([F:10])[F:9].[F:12][B-:13]([F:16])([F:15])[F:14].[Fe+2:17].